Dataset: hERG Central: cardiac toxicity at 1µM, 10µM, and general inhibition. Task: Predict hERG channel inhibition at various concentrations. (1) The drug is Cc1cc(CNC(=O)c2cccc([N+](=O)[O-])c2C)c2ccccc2n1. Results: hERG_inhib (hERG inhibition (general)): blocker. (2) The molecule is CC(C)[C@@H]1CC[C@@H](C)C[C@H]1OC(=O)C[n+]1cc(-c2ccc(Cl)cc2)n2c1CCCCC2.[Cl-]. Results: hERG_inhib (hERG inhibition (general)): blocker. (3) Results: hERG_inhib (hERG inhibition (general)): blocker. The drug is CCOc1ccc(CSC2=NCCN2)cc1[N+](=O)[O-].Cl. (4) The compound is CCn1cc(C(=O)N2CCN(c3cccc(Cl)c3)CC2)c2cc(OC)c(OC)cc2c1=O. Results: hERG_inhib (hERG inhibition (general)): blocker.